From a dataset of Reaction yield outcomes from USPTO patents with 853,638 reactions. Predict the reaction yield, written as a fraction of the theoretical maximum amount of product (1.0 means a 100% yield; for example, 0.34 means a 34% yield). (1) The reactants are [C:1]([C:3]1[CH:8]=[CH:7][C:6]([CH2:9][OH:10])=[C:5]([CH3:11])[CH:4]=1)#[CH:2].[CH2:12]([O:14][C:15](=[O:23])[C:16]1[CH:21]=[CH:20][C:19](I)=[CH:18][CH:17]=1)[CH3:13]. The catalyst is C(N(CC)CC)C.[Cu]I.Cl[Pd](Cl)([P](C1C=CC=CC=1)(C1C=CC=CC=1)C1C=CC=CC=1)[P](C1C=CC=CC=1)(C1C=CC=CC=1)C1C=CC=CC=1. The product is [OH:10][CH2:9][C:6]1[CH:7]=[CH:8][C:3]([C:1]#[C:2][C:19]2[CH:20]=[CH:21][C:16]([C:15]([O:14][CH2:12][CH3:13])=[O:23])=[CH:17][CH:18]=2)=[CH:4][C:5]=1[CH3:11]. The yield is 0.990. (2) The reactants are [F:1][C:2]1[C:7]([N:8]2[C:12]([S:13]([C:16]3[CH:21]=[CH:20][CH:19]=[CH:18][CH:17]=3)(=[O:15])=[O:14])=[CH:11][C:10]([CH2:22][OH:23])=[N:9]2)=[CH:6][CH:5]=[CH:4][N:3]=1. The catalyst is C1(C)C=CC=CC=1.[O-2].[O-2].[Mn+4]. The product is [F:1][C:2]1[C:7]([N:8]2[C:12]([S:13]([C:16]3[CH:21]=[CH:20][CH:19]=[CH:18][CH:17]=3)(=[O:15])=[O:14])=[CH:11][C:10]([CH:22]=[O:23])=[N:9]2)=[CH:6][CH:5]=[CH:4][N:3]=1. The yield is 0.930. (3) The reactants are [F:1][C:2]1[CH:7]=[CH:6][CH:5]=[C:4]([F:8])[C:3]=1[C:9]1([C:18]([O:20][CH3:21])=[O:19])[N:13]=[C:12]2[CH:14]=[CH:15][CH:16]=[CH:17][C:11]2=[N:10]1.[F:22][C:23]1[CH:28]=[CH:27][CH:26]=[C:25]([F:29])[C:24]=1[CH2:30]Br. No catalyst specified. The product is [F:22][C:23]1[CH:28]=[CH:27][CH:26]=[C:25]([F:29])[C:24]=1[CH2:30][N:13]1[C:12]2[CH:14]=[CH:15][CH:16]=[CH:17][C:11]=2[NH:10][C:9]1([C:3]1[C:4]([F:8])=[CH:5][CH:6]=[CH:7][C:2]=1[F:1])[C:18]([O:20][CH3:21])=[O:19]. The yield is 0.760. (4) The reactants are [CH3:1]N(CCN(C)C)C.C([Li])(CC)C.[F:14][C:15]([F:26])([F:25])[C:16]1[CH:24]=[CH:23][C:19]([C:20]([OH:22])=[O:21])=[CH:18][CH:17]=1.IC. The catalyst is C1COCC1. The product is [CH3:1][C:23]1[CH:24]=[C:16]([C:15]([F:25])([F:26])[F:14])[CH:17]=[CH:18][C:19]=1[C:20]([OH:22])=[O:21]. The yield is 0.200. (5) The reactants are [Cl:1][C:2]1[N:7]=[C:6]([C:8]([O:10][CH3:11])=[O:9])[CH:5]=[C:4](Cl)[N:3]=1.O.[NH2:14][NH2:15]. No catalyst specified. The product is [Cl:1][C:2]1[N:7]=[C:6]([C:8]([O:10][CH3:11])=[O:9])[CH:5]=[C:4]([NH:14][NH2:15])[N:3]=1. The yield is 0.770.